From a dataset of Forward reaction prediction with 1.9M reactions from USPTO patents (1976-2016). Predict the product of the given reaction. (1) Given the reactants C(OC([NH:8][C:9]1([C:13]([O:15][CH:16]2[CH2:20][CH2:19][CH2:18][CH2:17]2)=[O:14])[CH2:12][CH2:11][CH2:10]1)=O)(C)(C)C, predict the reaction product. The product is: [NH2:8][C:9]1([C:13]([O:15][CH:16]2[CH2:20][CH2:19][CH2:18][CH2:17]2)=[O:14])[CH2:12][CH2:11][CH2:10]1. (2) The product is: [NH2:34][C:30]1[CH:29]=[CH:28][CH:27]=[C:26]2[C:31]=1[C:32](=[O:33])[C:14]1([NH:13][C:11](=[O:12])/[CH:10]=[CH:9]/[C:4]3[CH:5]=[CH:6][C:7]([Cl:8])=[C:2]([Cl:1])[CH:3]=3)[C:18]3[CH:19]=[CH:20][C:21]([CH:23]([CH3:24])[CH3:25])=[CH:22][C:17]=3[O:16][C:15]12[OH:37]. Given the reactants [Cl:1][C:2]1[CH:3]=[C:4](/[CH:9]=[CH:10]/[C:11]([NH:13][C:14]23[C:32](=[O:33])[C:31]4[C:26](=[CH:27][CH:28]=[CH:29][C:30]=4[N+:34]([O-])=O)[C:15]2([OH:37])[O:16][C:17]2[CH:22]=[C:21]([CH:23]([CH3:25])[CH3:24])[CH:20]=[CH:19][C:18]=23)=[O:12])[CH:5]=[CH:6][C:7]=1[Cl:8], predict the reaction product. (3) The product is: [F:23][C:24]1[CH:32]=[C:31]2[C:27]([CH2:28][CH2:29][CH:30]2[NH:33][C:34]2[CH:43]=[CH:42][C:41]3[C:36](=[CH:37][CH:38]=[C:39]([NH:44][C:1]([NH:22][CH:19]4[CH2:20][CH2:21][N:16]([CH:13]([CH3:15])[CH3:14])[CH2:17][CH2:18]4)=[O:12])[CH:40]=3)[N:35]=2)=[CH:26][CH:25]=1. Given the reactants [C:1](=[O:12])(OC(Cl)(Cl)Cl)OC(Cl)(Cl)Cl.[CH:13]([N:16]1[CH2:21][CH2:20][CH:19]([NH2:22])[CH2:18][CH2:17]1)([CH3:15])[CH3:14].[F:23][C:24]1[CH:32]=[C:31]2[C:27]([CH2:28][CH2:29][CH:30]2[NH:33][C:34]2[CH:43]=[CH:42][C:41]3[C:36](=[CH:37][CH:38]=[C:39]([NH2:44])[CH:40]=3)[N:35]=2)=[CH:26][CH:25]=1, predict the reaction product. (4) The product is: [CH3:32][O:31][C:6]1[CH:5]=[C:4]2[C:9]([CH:10]([C:18]3[CH:19]=[CH:20][C:21]([O:24][C:25](=[O:30])[C:26]([CH3:28])([CH3:27])[CH3:29])=[CH:22][CH:23]=3)[CH:11]([C:12]3[CH:17]=[CH:16][CH:15]=[CH:14][CH:13]=3)[CH:2]=[CH:3]2)=[CH:8][CH:7]=1. Given the reactants I[CH:2]1[CH:11]([C:12]2[CH:17]=[CH:16][CH:15]=[CH:14][CH:13]=2)[CH:10]([C:18]2[CH:23]=[CH:22][C:21]([O:24][C:25](=[O:30])[C:26]([CH3:29])([CH3:28])[CH3:27])=[CH:20][CH:19]=2)[C:9]2[C:4](=[CH:5][C:6]([O:31][CH3:32])=[CH:7][CH:8]=2)[CH2:3]1.[Cl-].[NH4+], predict the reaction product. (5) Given the reactants C[O:2][C:3]([C@@H:5]1[O:9][C:8](=[O:10])[N:7]([C:11]2[CH:12]=[C:13]3[C:18](=[C:19]([F:21])[CH:20]=2)[N:17]([CH3:22])[C:16](=[O:23])[CH2:15][CH2:14]3)[CH2:6]1)=O.[NH3:24], predict the reaction product. The product is: [F:21][C:19]1[CH:20]=[C:11]([N:7]2[CH2:6][C@H:5]([C:3]([NH2:24])=[O:2])[O:9][C:8]2=[O:10])[CH:12]=[C:13]2[C:18]=1[N:17]([CH3:22])[C:16](=[O:23])[CH2:15][CH2:14]2.